Dataset: NCI-60 drug combinations with 297,098 pairs across 59 cell lines. Task: Regression. Given two drug SMILES strings and cell line genomic features, predict the synergy score measuring deviation from expected non-interaction effect. (1) Drug 1: CCC1(CC2CC(C3=C(CCN(C2)C1)C4=CC=CC=C4N3)(C5=C(C=C6C(=C5)C78CCN9C7C(C=CC9)(C(C(C8N6C)(C(=O)OC)O)OC(=O)C)CC)OC)C(=O)OC)O.OS(=O)(=O)O. Drug 2: CS(=O)(=O)OCCCCOS(=O)(=O)C. Cell line: SK-MEL-28. Synergy scores: CSS=3.42, Synergy_ZIP=-1.13, Synergy_Bliss=-0.468, Synergy_Loewe=0.756, Synergy_HSA=-0.181. (2) Drug 1: CC1C(C(CC(O1)OC2CC(CC3=C2C(=C4C(=C3O)C(=O)C5=C(C4=O)C(=CC=C5)OC)O)(C(=O)CO)O)N)O.Cl. Drug 2: CC1C(C(CC(O1)OC2CC(CC3=C2C(=C4C(=C3O)C(=O)C5=C(C4=O)C(=CC=C5)OC)O)(C(=O)CO)O)N)O.Cl. Cell line: MALME-3M. Synergy scores: CSS=67.9, Synergy_ZIP=-0.396, Synergy_Bliss=0.646, Synergy_Loewe=2.86, Synergy_HSA=3.33.